From a dataset of Full USPTO retrosynthesis dataset with 1.9M reactions from patents (1976-2016). Predict the reactants needed to synthesize the given product. (1) Given the product [CH3:19][N:2]([CH3:1])[C:3]1[CH:4]=[C:5]([CH:9]=[C:10]([O:12][C:13]2[CH:18]=[CH:17][CH:16]=[CH:15][CH:14]=2)[N:11]=1)[C:6]([NH:44][C:41]1[CH:42]=[CH:43][N:39]([CH2:38][C:34]2[CH:33]=[N:32][CH:37]=[CH:36][CH:35]=2)[N:40]=1)=[O:8], predict the reactants needed to synthesize it. The reactants are: [CH3:1][N:2]([CH3:19])[C:3]1[CH:4]=[C:5]([CH:9]=[C:10]([O:12][C:13]2[CH:18]=[CH:17][CH:16]=[CH:15][CH:14]=2)[N:11]=1)[C:6]([OH:8])=O.Cl.CN(C)CCCN=C=NCC.[N:32]1[CH:37]=[CH:36][CH:35]=[C:34]([CH2:38][N:39]2[CH:43]=[CH:42][C:41]([NH2:44])=[N:40]2)[CH:33]=1.CN1CCOCC1. (2) The reactants are: [Li]CCCC.[C:6]([OH:10])(=[O:9])[C:7]#[CH:8].[CH3:11][O:12][C:13]1[C:20]([O:21][CH3:22])=[CH:19][CH:18]=[CH:17][C:14]=1[CH:15]=[O:16]. Given the product [CH3:11][O:12][C:13]1[C:20]([O:21][CH3:22])=[CH:19][CH:18]=[CH:17][C:14]=1[CH:15]([OH:16])[C:8]#[C:7][C:6]([OH:10])=[O:9], predict the reactants needed to synthesize it. (3) Given the product [Cl:17][C:11]1[C:12]([N:14]([CH3:16])[CH3:15])=[CH:13][C:8]2[N:7]=[C:21]([C:22]3[CH:27]=[CH:26][CH:25]=[C:24]([N:28]4[C:32]([CH2:33][OH:34])=[CH:31][N:30]=[N:29]4)[CH:23]=3)[CH2:20][C:19](=[O:42])[NH:18][C:9]=2[CH:10]=1, predict the reactants needed to synthesize it. The reactants are: C(OC(=O)[NH:7][C:8]1[CH:13]=[C:12]([N:14]([CH3:16])[CH3:15])[C:11]([Cl:17])=[CH:10][C:9]=1[NH:18][C:19](=[O:42])[CH2:20][C:21](=O)[C:22]1[CH:27]=[CH:26][CH:25]=[C:24]([N:28]2[C:32]([CH2:33][O:34]C3CCCCO3)=[CH:31][N:30]=[N:29]2)[CH:23]=1)(C)(C)C.C(O)(C(F)(F)F)=O.